This data is from Peptide-MHC class I binding affinity with 185,985 pairs from IEDB/IMGT. The task is: Regression. Given a peptide amino acid sequence and an MHC pseudo amino acid sequence, predict their binding affinity value. This is MHC class I binding data. The peptide sequence is KSSSILARR. The MHC is HLA-A03:01 with pseudo-sequence HLA-A03:01. The binding affinity (normalized) is 0.513.